From a dataset of Catalyst prediction with 721,799 reactions and 888 catalyst types from USPTO. Predict which catalyst facilitates the given reaction. Reactant: [NH2:1][CH2:2][C@@H:3]1[C@H:8]([CH3:9])[CH2:7][CH2:6][CH2:5][N:4]1[C:10]([C:12]1[CH:17]=[C:16]([CH3:18])[CH:15]=[CH:14][C:13]=1[C:19]1[CH:20]=[N:21][N:22]([CH3:24])[CH:23]=1)=[O:11].Br[C:26]1[CH:31]=[CH:30][C:29]([F:32])=[CH:28][N:27]=1.CC1(C)C2C(=C(P(C3C=CC=CC=3)C3C=CC=CC=3)C=CC=2)OC2C(P(C3C=CC=CC=3)C3C=CC=CC=3)=CC=CC1=2.CC([O-])(C)C.[Na+]. Product: [F:32][C:29]1[CH:30]=[CH:31][C:26]([NH:1][CH2:2][C@@H:3]2[C@H:8]([CH3:9])[CH2:7][CH2:6][CH2:5][N:4]2[C:10]([C:12]2[CH:17]=[C:16]([CH3:18])[CH:15]=[CH:14][C:13]=2[C:19]2[CH:20]=[N:21][N:22]([CH3:24])[CH:23]=2)=[O:11])=[N:27][CH:28]=1. The catalyst class is: 62.